Dataset: Forward reaction prediction with 1.9M reactions from USPTO patents (1976-2016). Task: Predict the product of the given reaction. (1) Given the reactants [F:1][C:2]1[CH:7]=[CH:6][C:5]([C:8]2[N:9]=[C:10]3[C:15]([CH:16]=[CH2:17])=[N:14][CH:13]=[CH:12][N:11]3[CH:18]=2)=[CH:4][CH:3]=1.[C:19](O[C:19]([O:21][C:22]([CH3:25])([CH3:24])[CH3:23])=[O:20])([O:21][C:22]([CH3:25])([CH3:24])[CH3:23])=[O:20].[OH-].[NH4+:35], predict the reaction product. The product is: [C:22]([O:21][C:19](=[O:20])[NH:35][CH2:17][CH2:16][C:15]1[C:10]2[N:11]([CH:18]=[C:8]([C:5]3[CH:4]=[CH:3][C:2]([F:1])=[CH:7][CH:6]=3)[N:9]=2)[CH:12]=[CH:13][N:14]=1)([CH3:25])([CH3:24])[CH3:23]. (2) Given the reactants [NH:1](C(OC(C)(C)C)=O)[C@H:2]([C:8]([O:10]C(C)(C)C)=[O:9])[CH2:3][CH2:4][C:5](=[O:7])O.C1C=NC2N(O)N=NC=2C=1.CN(C(ON1N=NC2C=CC=NC1=2)=[N+](C)C)C.F[P-](F)(F)(F)(F)F.[CH3:56][O:57][P:58]([C:61]1[CH:66]=[CH:65][CH:64]=[C:63]([NH2:67])[CH:62]=1)(=[O:60])[O-:59], predict the reaction product. The product is: [OH:60][P:58]([C:61]1[CH:62]=[C:63]([NH:67][C:5](=[O:7])[CH2:4][CH2:3][C@@H:2]([C:8]([OH:10])=[O:9])[NH2:1])[CH:64]=[CH:65][CH:66]=1)([O:57][CH3:56])=[O:59]. (3) The product is: [CH3:21][O:20][CH2:19][CH2:18][CH2:17][O:7][C:5]1[CH:6]=[C:1]([OH:9])[CH:2]=[C:3]([OH:8])[CH:4]=1. Given the reactants [C:1]1([OH:9])[CH:6]=[C:5]([OH:7])[CH:4]=[C:3]([OH:8])[CH:2]=1.C(=O)([O-])[O-].[K+].[K+].Br[CH2:17][CH2:18][CH2:19][O:20][CH3:21].Cl, predict the reaction product. (4) Given the reactants Br[C:2]1[CH:7]=[CH:6][C:5]([CH2:8][C@@H:9]([NH:39][C:40]([C:42]2[C:46]3[N:47]=[CH:48][N:49]=[C:50]([C:51]4[C:59]5[O:58][CH2:57][O:56][C:55]=5[CH:54]=[CH:53][C:52]=4[O:60][CH2:61][CH:62]4[CH2:64][CH2:63]4)[C:45]=3[NH:44][CH:43]=2)=[O:41])[C:10]([N:12]2[CH2:17][CH2:16][CH:15]([N:18]3[N:27]=[C:26]([C:28]4[CH:33]=[CH:32][C:31]([O:34][CH3:35])=[C:30]([O:36][CH3:37])[CH:29]=4)[C@@H:25]4[C@@H:20]([CH2:21][CH2:22][CH2:23][CH2:24]4)[C:19]3=[O:38])[CH2:14][CH2:13]2)=[O:11])=[CH:4][CH:3]=1.[NH:65]1[CH2:68][CH2:67][C:66]1=[O:69].CC1(C)C2C(=C(P(C3C=CC=CC=3)C3C=CC=CC=3)C=CC=2)OC2C(P(C3C=CC=CC=3)C3C=CC=CC=3)=CC=CC1=2.C([O-])([O-])=O.[Cs+].[Cs+], predict the reaction product. The product is: [CH:62]1([CH2:61][O:60][C:52]2[CH:53]=[CH:54][C:55]3[O:56][CH2:57][O:58][C:59]=3[C:51]=2[C:50]2[C:45]3[NH:44][CH:43]=[C:42]([C:40]([NH:39][C@H:9]([CH2:8][C:5]4[CH:6]=[CH:7][C:2]([N:65]5[CH2:68][CH2:67][C:66]5=[O:69])=[CH:3][CH:4]=4)[C:10]([N:12]4[CH2:17][CH2:16][CH:15]([N:18]5[N:27]=[C:26]([C:28]6[CH:33]=[CH:32][C:31]([O:34][CH3:35])=[C:30]([O:36][CH3:37])[CH:29]=6)[C@@H:25]6[C@@H:20]([CH2:21][CH2:22][CH2:23][CH2:24]6)[C:19]5=[O:38])[CH2:14][CH2:13]4)=[O:11])=[O:41])[C:46]=3[N:47]=[CH:48][N:49]=2)[CH2:64][CH2:63]1. (5) Given the reactants [Cl:1][C:2]1[CH:3]=[C:4]([CH:26]=[CH:27][C:28]=1[O:29][CH2:30][C:31]1C=[CH:35][CH:34]=[C:33](F)[CH:32]=1)[NH:5][C:6]1[C:15]2[C:10](=[CH:11][CH:12]=[CH:13][C:14]=2[O:16][CH2:17][C:18]2[CH:23]=[CH:22][C:21]([O:24][CH3:25])=[CH:20][CH:19]=2)[N:9]=[CH:8][N:7]=1.ClC1C=C(C=CC=1OCC1C=CC=CN=1)[NH:42]C1C2C(=CC=CC=2F)N=CN=1.COC1C=CC(CO)=CC=1, predict the reaction product. The product is: [Cl:1][C:2]1[CH:3]=[C:4]([CH:26]=[CH:27][C:28]=1[O:29][CH2:30][C:31]1[CH:32]=[CH:33][CH:34]=[CH:35][N:42]=1)[NH:5][C:6]1[C:15]2[C:10](=[CH:11][CH:12]=[CH:13][C:14]=2[O:16][CH2:17][C:18]2[CH:19]=[CH:20][C:21]([O:24][CH3:25])=[CH:22][CH:23]=2)[N:9]=[CH:8][N:7]=1. (6) The product is: [CH2:20]([O:22][C:23](=[O:33])[CH2:24][C:25]1[NH:18][C:15]2[C:16]([C:26]=1[S:27][C:28]([CH3:31])([CH3:30])[CH3:29])=[CH:17][C:12]([S:11][C:2]1[CH:3]=[CH:4][C:5]3[C:10](=[CH:9][CH:8]=[CH:7][CH:6]=3)[N:1]=1)=[CH:13][CH:14]=2)[CH3:21]. Given the reactants [N:1]1[C:10]2[C:5](=[CH:6][CH:7]=[CH:8][CH:9]=2)[CH:4]=[CH:3][C:2]=1[S:11][C:12]1[CH:17]=[CH:16][C:15]([NH:18]N)=[CH:14][CH:13]=1.[CH2:20]([O:22][C:23](=[O:33])[CH2:24][C:25](=O)[CH2:26][S:27][C:28]([CH3:31])([CH3:30])[CH3:29])[CH3:21], predict the reaction product. (7) The product is: [I:1][C:2]1[C:12]([C:13]([O:15][CH2:16][CH3:17])=[O:14])=[C:5]2[CH2:6][NH:7][CH:8]([CH3:10])[CH2:9][N:4]2[N:3]=1. Given the reactants [I:1][C:2]1[C:12]([C:13]([O:15][CH2:16][CH3:17])=[O:14])=[C:5]2[C:6](=O)[NH:7][CH:8]([CH3:10])[CH2:9][N:4]2[N:3]=1.B.C1COCC1.C(O)C, predict the reaction product. (8) The product is: [CH3:14][N:15]([CH3:33])[C:16]([C:18]1[N:27]([CH:28]2[CH2:32][CH2:31][CH2:30][CH2:29]2)[C:21]2[N:22]=[C:23]([NH:13][C:10]3[CH:9]=[CH:8][C:7]([N:1]4[CH2:6][CH2:5][O:4][CH2:3][CH2:2]4)=[CH:12][N:11]=3)[N:24]=[CH:25][C:20]=2[CH:19]=1)=[O:17]. Given the reactants [N:1]1([C:7]2[CH:8]=[CH:9][C:10]([NH2:13])=[N:11][CH:12]=2)[CH2:6][CH2:5][O:4][CH2:3][CH2:2]1.[CH3:14][N:15]([CH3:33])[C:16]([C:18]1[N:27]([CH:28]2[CH2:32][CH2:31][CH2:30][CH2:29]2)[C:21]2[N:22]=[C:23](Cl)[N:24]=[CH:25][C:20]=2[CH:19]=1)=[O:17].C(=O)([O-])[O-].[Cs+].[Cs+].CCCCCCC, predict the reaction product. (9) The product is: [NH2:1][C:2]1[C:10]2[C:5](=[N:6][C:7]([CH3:15])=[CH:8][C:9]=2[C:11]([F:12])([F:13])[F:14])[S:4][C:3]=1[C:16]([NH:61][CH2:60][CH2:59][C:55]1[CH:56]=[CH:57][CH:58]=[C:53]([F:52])[CH:54]=1)=[O:18]. Given the reactants [NH2:1][C:2]1[C:10]2[C:5](=[N:6][C:7]([CH3:15])=[CH:8][C:9]=2[C:11]([F:14])([F:13])[F:12])[S:4][C:3]=1[C:16]([OH:18])=O.CN(C(ON1N=NC2C=CC=NC1=2)=[N+](C)C)C.F[P-](F)(F)(F)(F)F.CCN(C(C)C)C(C)C.[F:52][C:53]1[CH:54]=[C:55]([CH2:59][CH2:60][NH2:61])[CH:56]=[CH:57][CH:58]=1, predict the reaction product. (10) Given the reactants [CH3:1][C:2]12[CH2:11][N:10](C(OCC3C=CC=CC=3)=O)[CH2:9][CH2:8][N:7]1[CH2:6][CH:5]([C:22]1[CH:23]=[C:24]3[C:29](=[CH:30][CH:31]=1)[C:28](=[O:32])[O:27][C@@H:26]([CH3:33])[CH2:25]3)[O:4][CH2:3]2, predict the reaction product. The product is: [CH3:33][C@H:26]1[CH2:25][C:24]2[C:29](=[CH:30][CH:31]=[C:22]([CH:5]3[O:4][CH2:3][C:2]4([CH3:1])[CH2:11][NH:10][CH2:9][CH2:8][N:7]4[CH2:6]3)[CH:23]=2)[C:28](=[O:32])[O:27]1.